Dataset: Forward reaction prediction with 1.9M reactions from USPTO patents (1976-2016). Task: Predict the product of the given reaction. (1) Given the reactants Br[C:2]1[CH:10]=[C:9]2[C:5]([C:6]([CH3:13])([CH3:12])[C:7](=[O:11])[NH:8]2)=[CH:4][CH:3]=1.[CH3:14][C:15]1[N:20]=[CH:19][C:18](B(O)O)=[CH:17][CH:16]=1, predict the reaction product. The product is: [CH3:12][C:6]1([CH3:13])[C:5]2[C:9](=[CH:10][C:2]([C:18]3[CH:19]=[N:20][C:15]([CH3:14])=[CH:16][CH:17]=3)=[CH:3][CH:4]=2)[NH:8][C:7]1=[O:11]. (2) The product is: [Cl:13][C:8]1[CH:7]=[N:6][C:5]2[C:10](=[CH:11][CH:12]=[C:3]([OH:2])[CH:4]=2)[N:9]=1. Given the reactants C[O:2][C:3]1[CH:4]=[C:5]2[C:10](=[CH:11][CH:12]=1)[N:9]=[C:8]([Cl:13])[CH:7]=[N:6]2.[Cl-].[Al+3].[Cl-].[Cl-], predict the reaction product. (3) Given the reactants [CH2:1]([O:3][CH2:4][C:5]1[N:6]([N:18]=[CH:19][CH:20]([CH3:22])[CH3:21])[C:7]2[C:16]3[CH:15]=[CH:14][CH:13]=[CH:12][C:11]=3[N:10]=[CH:9][C:8]=2[N:17]=1)[CH3:2].[BH4-].[Na+].C(Cl)(Cl)Cl, predict the reaction product. The product is: [CH2:1]([O:3][CH2:4][C:5]1[N:6]([NH:18][CH2:19][CH:20]([CH3:21])[CH3:22])[C:7]2[C:16]3[CH:15]=[CH:14][CH:13]=[CH:12][C:11]=3[N:10]=[CH:9][C:8]=2[N:17]=1)[CH3:2]. (4) Given the reactants Br[C:2]1[CH:9]=[CH:8][CH:7]=[CH:6][C:3]=1[CH2:4][OH:5].[CH:10]1[C:19]2[C:14](=[CH:15][CH:16]=[CH:17][CH:18]=2)[CH:13]=[CH:12][C:11]=1B(O)O.[O-]P([O-])([O-])=O.[K+].[K+].[K+], predict the reaction product. The product is: [CH:18]1[C:19]2[C:14](=[CH:13][CH:12]=[CH:11][CH:10]=2)[CH:15]=[CH:16][C:17]=1[C:2]1[CH:9]=[CH:8][CH:7]=[CH:6][C:3]=1[CH2:4][OH:5]. (5) Given the reactants Br[CH2:2][CH2:3][O:4][C:5]1[CH:10]=[CH:9][C:8]([CH:11]2[CH2:16][CH2:15][N:14]([C:17]3[CH:18]=[CH:19][C:20]4[N:21]([C:23]([C:26]([F:29])([F:28])[F:27])=[N:24][N:25]=4)[N:22]=3)[CH2:13][CH2:12]2)=[CH:7][CH:6]=1.[CH2:30]([N:32]1[CH2:37][CH2:36][NH:35][CH2:34][C:33]1=[O:38])[CH3:31].C(OCC)C, predict the reaction product. The product is: [CH2:30]([N:32]1[CH2:37][CH2:36][N:35]([CH2:2][CH2:3][O:4][C:5]2[CH:10]=[CH:9][C:8]([CH:11]3[CH2:16][CH2:15][N:14]([C:17]4[CH:18]=[CH:19][C:20]5[N:21]([C:23]([C:26]([F:29])([F:28])[F:27])=[N:24][N:25]=5)[N:22]=4)[CH2:13][CH2:12]3)=[CH:7][CH:6]=2)[CH2:34][C:33]1=[O:38])[CH3:31]. (6) Given the reactants CS[C:3]1[S:4]/[C:5](=[CH:9]\[C:10]2[CH:11]=[C:12]3[C:17](=[CH:18][CH:19]=2)[N:16]=[CH:15][CH:14]=[CH:13]3)/[C:6](=[O:8])[N:7]=1.[O:20]1[C:24]2[CH:25]=[CH:26][C:27]([CH2:29][NH2:30])=[CH:28][C:23]=2[O:22][CH2:21]1.CCN(C(C)C)C(C)C, predict the reaction product. The product is: [O:20]1[C:24]2[CH:25]=[CH:26][C:27]([CH2:29][NH:30][C:3]3[S:4]/[C:5](=[CH:9]\[C:10]4[CH:11]=[C:12]5[C:17](=[CH:18][CH:19]=4)[N:16]=[CH:15][CH:14]=[CH:13]5)/[C:6](=[O:8])[N:7]=3)=[CH:28][C:23]=2[O:22][CH2:21]1. (7) Given the reactants [NH:1]1[C:9]2[C:4](=[CH:5][CH:6]=[CH:7][CH:8]=2)[C:3]([CH2:10][N:11]2[CH2:16][CH2:15][CH2:14][C:13]3([CH2:21][CH2:20][NH:19][CH2:18][CH2:17]3)[C:12]2=[O:22])=[CH:2]1.Cl[C:24]1[CH:29]=[N:28][CH:27]=[C:26]([CH3:30])[N:25]=1, predict the reaction product. The product is: [NH:1]1[C:9]2[C:4](=[CH:5][CH:6]=[CH:7][CH:8]=2)[C:3]([CH2:10][N:11]2[CH2:16][CH2:15][CH2:14][C:13]3([CH2:21][CH2:20][N:19]([C:24]4[CH:29]=[N:28][CH:27]=[C:26]([CH3:30])[N:25]=4)[CH2:18][CH2:17]3)[C:12]2=[O:22])=[CH:2]1. (8) Given the reactants [F:1][C:2]1[CH:7]=[CH:6][C:5]([CH:8]=[C:9]([C:12]2[CH:17]=[CH:16][CH:15]=[CH:14][N:13]=2)[C:10]#[N:11])=[CH:4][CH:3]=1.[N+]([CH2:20][C:21]([O:23][CH2:24][CH3:25])=[O:22])#[C-].CC([O-])(C)C.[K+].C(OCC)(=O)C, predict the reaction product. The product is: [CH2:24]([O:23][C:21]([C:20]1[NH:11][CH:10]=[C:9]([C:12]2[CH:17]=[CH:16][CH:15]=[CH:14][N:13]=2)[C:8]=1[C:5]1[CH:4]=[CH:3][C:2]([F:1])=[CH:7][CH:6]=1)=[O:22])[CH3:25]. (9) Given the reactants Cl.[NH:2]1[CH2:6][CH2:5][CH:4]([OH:7])[CH2:3]1.[Br:8][C:9]1[CH:10]=[C:11]([N:15]2[C:23]3[C:18](=[CH:19][C:20]([CH2:24]Cl)=[CH:21][CH:22]=3)[C:17]([C:26]([O:28][CH3:29])=[O:27])=[N:16]2)[CH:12]=[CH:13][CH:14]=1.C(N(CC)CC)C, predict the reaction product. The product is: [Br:8][C:9]1[CH:10]=[C:11]([N:15]2[C:23]3[C:18](=[CH:19][C:20]([CH2:24][N:2]4[CH2:6][CH2:5][CH:4]([OH:7])[CH2:3]4)=[CH:21][CH:22]=3)[C:17]([C:26]([O:28][CH3:29])=[O:27])=[N:16]2)[CH:12]=[CH:13][CH:14]=1. (10) Given the reactants [CH3:1][C:2]1[CH:7]=[CH:6][NH:5][C:4](=[S:8])[N:3]=1.[OH-].[Na+].O.[CH3:12]I, predict the reaction product. The product is: [CH3:1][C:2]1[CH:7]=[CH:6][N:5]=[C:4]([S:8][CH3:12])[N:3]=1.